This data is from Reaction yield outcomes from USPTO patents with 853,638 reactions. The task is: Predict the reaction yield, written as a fraction of the theoretical maximum amount of product (1.0 means a 100% yield; for example, 0.34 means a 34% yield). (1) The reactants are [CH3:1][O:2][C:3]1[CH:31]=[CH:30][CH:29]=[CH:28][C:4]=1[C:5]([NH:7][NH:8][C:9](=O)[CH:10]([C:21]1[CH:26]=[CH:25][CH:24]=[CH:23][CH:22]=1)[C:11]([O:13][CH2:14][C:15]1[CH:20]=[CH:19][CH:18]=[CH:17][CH:16]=1)=[O:12])=O.O(C1C=CC(P2(=S)SP(=S)(C3C=CC(OC4C=CC=CC=4)=CC=3)[S:46]2)=CC=1)C1C=CC=CC=1. The catalyst is C1COCC1. The product is [CH3:1][O:2][C:3]1[CH:31]=[CH:30][CH:29]=[CH:28][C:4]=1[C:5]1[S:46][C:9]([CH:10]([C:21]2[CH:26]=[CH:25][CH:24]=[CH:23][CH:22]=2)[C:11]([O:13][CH2:14][C:15]2[CH:20]=[CH:19][CH:18]=[CH:17][CH:16]=2)=[O:12])=[N:8][N:7]=1. The yield is 0.760. (2) The reactants are Br[C:2]1[S:6][C:5]([NH:7][C:8](=[O:10])[CH3:9])=[N:4][CH:3]=1.[CH3:11][C:12]([O:15][C:16]([N:18]1[CH2:24][C:23]2[CH:25]=[C:26](B(O)O)[CH:27]=[CH:28][C:22]=2[O:21][CH2:20][CH2:19]1)=[O:17])([CH3:14])[CH3:13].C(=O)([O-])[O-].[K+].[K+].O1CCOCC1. The catalyst is C1C=CC(P(C2C=CC=CC=2)[C-]2C=CC=C2)=CC=1.C1C=CC(P(C2C=CC=CC=2)[C-]2C=CC=C2)=CC=1.Cl[Pd]Cl.[Fe+2].O. The product is [C:8]([NH:7][C:5]1[S:6][C:2]([C:26]2[CH:27]=[CH:28][C:22]3[O:21][CH2:20][CH2:19][N:18]([C:16]([O:15][C:12]([CH3:13])([CH3:11])[CH3:14])=[O:17])[CH2:24][C:23]=3[CH:25]=2)=[CH:3][N:4]=1)(=[O:10])[CH3:9]. The yield is 0.560. (3) The reactants are [CH3:1][O:2][C:3]1[C:11]([CH3:12])=[C:10]2[C:6]([C:7](=[O:13])[O:8][CH2:9]2)=[C:5]([O:14][CH2:15][CH2:16][Si:17]([CH3:20])([CH3:19])[CH3:18])[C:4]=1[CH2:21]C=O.C1(P(C2C=CC=CC=2)(C2C=CC=CC=2)=[C:31]([CH3:34])[CH:32]=[O:33])C=CC=CC=1.[C:47]1(C)C=CC=CC=1. The product is [CH3:1][O:2][C:3]1[C:11]([CH3:12])=[C:10]2[C:6]([C:7](=[O:13])[O:8][CH2:9]2)=[C:5]([O:14][CH2:15][CH2:16][Si:17]([CH3:18])([CH3:20])[CH3:19])[C:4]=1[CH2:21][CH:47]=[C:31]([CH3:34])[CH:32]=[O:33]. No catalyst specified. The yield is 0.830.